Dataset: Full USPTO retrosynthesis dataset with 1.9M reactions from patents (1976-2016). Task: Predict the reactants needed to synthesize the given product. (1) Given the product [ClH:24].[ClH:24].[NH2:23][C:5]1[N:6]=[C:7]([NH:9][CH:10]2[CH2:15][CH2:14][CH2:13][NH:12][CH2:11]2)[S:8][C:4]=1[C:1](=[O:3])[CH3:2], predict the reactants needed to synthesize it. The reactants are: [C:1]([C:4]1[S:8][C:7]([NH:9][CH:10]2[CH2:15][CH2:14][CH2:13][N:12](C(OC(C)(C)C)=O)[CH2:11]2)=[N:6][C:5]=1[NH2:23])(=[O:3])[CH3:2].[ClH:24]. (2) Given the product [Cl:1][C:2]1[CH:3]=[CH:4][C:5]([C:8]2[O:9][C:10]3[CH:21]=[CH:20][C:19]([O:22][CH:23]([CH3:25])[CH3:24])=[CH:18][C:11]=3[C:12]=2[C:13]([O:15][CH2:16][CH3:17])=[O:14])=[CH:6][CH:7]=1, predict the reactants needed to synthesize it. The reactants are: [Cl:1][C:2]1[CH:7]=[CH:6][C:5]([C:8]2[O:9][C:10]3[CH:21]=[CH:20][C:19]([OH:22])=[CH:18][C:11]=3[C:12]=2[C:13]([O:15][CH2:16][CH3:17])=[O:14])=[CH:4][CH:3]=1.[CH:23](Br)([CH3:25])[CH3:24].C(=O)([O-])[O-].[Cs+].[Cs+].[NH4+]. (3) Given the product [CH3:12][O:15][C:16]1[CH:17]=[CH:5][CH:4]=[CH:3][C:10]=1[CH2:21][N:19]1[CH2:18][CH2:5][C:4]2[C:7](=[CH:8][CH:9]=[C:10]([OH:11])[CH:3]=2)[CH2:20]1, predict the reactants needed to synthesize it. The reactants are: CO[C:3]1[CH:10]=[CH:9][CH:8]=[CH:7][C:4]=1[CH2:5]Cl.[OH2:11].[C:12]([O:15][CH2:16][CH3:17])(=O)C.[CH3:18][N:19]([CH:21]=O)[CH3:20]. (4) Given the product [CH2:9]([N:16]1[CH2:20][C@H:3]([CH2:4][CH3:25])[C@H:2]([C:1]([O:6][CH3:7])=[O:5])[CH2:17]1)[C:10]1[CH:15]=[CH:14][CH:13]=[CH:12][CH:11]=1, predict the reactants needed to synthesize it. The reactants are: [C:1]([O:6][CH2:7]C)(=[O:5])/[CH:2]=[CH:3]\[CH3:4].[CH2:9]([N:16]([CH2:20][Si](C)(C)C)[CH2:17]OC)[C:10]1[CH:15]=[CH:14][CH:13]=[CH:12][CH:11]=1.[C:25](O)(C(F)(F)F)=O. (5) The reactants are: [NH2:1][C@@H:2]([C:5]1[C:6]([F:30])=[C:7]([C:12]([C:14]2[CH:15]=[CH:16][C:17]([N:20]3[CH:24]=[C:23]([C:25](OCC)=[O:26])[CH:22]=[N:21]3)=[N:18][CH:19]=2)=[O:13])[C:8]([Cl:11])=[CH:9][CH:10]=1)[CH2:3][CH3:4].CC(C[AlH]CC(C)C)C.C1COCC1. Given the product [NH2:1][C@@H:2]([C:5]1[C:6]([F:30])=[C:7]([C:12]([C:14]2[CH:15]=[CH:16][C:17]([N:20]3[CH:24]=[C:23]([CH2:25][OH:26])[CH:22]=[N:21]3)=[N:18][CH:19]=2)=[O:13])[C:8]([Cl:11])=[CH:9][CH:10]=1)[CH2:3][CH3:4], predict the reactants needed to synthesize it. (6) Given the product [C:1]([C:3]1[CH:4]=[C:5]([CH:29]=[CH:30][CH:31]=1)[O:6][C:7]1[N:12]=[C:11]([O:13][C:14]2[CH:15]=[C:16]([CH:22]=[C:23]([O:25][CH3:32])[CH:24]=2)[C:17]([O:19][CH2:20][CH3:21])=[O:18])[C:10]([F:26])=[C:9]([CH3:27])[C:8]=1[F:28])#[N:2], predict the reactants needed to synthesize it. The reactants are: [C:1]([C:3]1[CH:4]=[C:5]([CH:29]=[CH:30][CH:31]=1)[O:6][C:7]1[N:12]=[C:11]([O:13][C:14]2[CH:15]=[C:16]([CH:22]=[C:23]([OH:25])[CH:24]=2)[C:17]([O:19][CH2:20][CH3:21])=[O:18])[C:10]([F:26])=[C:9]([CH3:27])[C:8]=1[F:28])#[N:2].[C:32](=O)([O-])[O-].[Cs+].[Cs+].IC. (7) Given the product [C:15]([O:19][C:20]([N:22]1[CH2:23][CH2:24][CH:25]([N:28]([CH2:29][C:30]2[S:34][CH:33]=[N:32][C:31]=2[Cl:35])[CH2:36][CH:37]([CH3:39])[CH3:38])[CH2:26][CH2:27]1)=[O:21])([CH3:18])([CH3:16])[CH3:17], predict the reactants needed to synthesize it. The reactants are: C(O[BH-](OC(=O)C)OC(=O)C)(=O)C.[Na+].[C:15]([O:19][C:20]([N:22]1[CH2:27][CH2:26][CH:25]([NH:28][CH2:29][C:30]2[S:34][CH:33]=[N:32][C:31]=2[Cl:35])[CH2:24][CH2:23]1)=[O:21])([CH3:18])([CH3:17])[CH3:16].[CH:36](=O)[CH:37]([CH3:39])[CH3:38].C(O)(=O)C.[OH-].[Na+].